The task is: Predict the product of the given reaction.. This data is from Forward reaction prediction with 1.9M reactions from USPTO patents (1976-2016). (1) Given the reactants [CH3:1][O:2][C:3]1[CH:8]=[CH:7][CH:6]=[CH:5][C:4]=1[N:9]1[CH2:14][CH2:13][C:12]([CH2:29][NH:30][C:31]([NH:33][C:34]2[C:39]([CH:40]([CH3:42])[CH3:41])=[CH:38][C:37]([NH:43][C:44]([O:46][C:47]([CH3:50])([CH3:49])[CH3:48])=[O:45])=[CH:36][C:35]=2[CH:51]([CH3:53])[CH3:52])=[O:32])([C:15]2[CH:20]=[CH:19][CH:18]=[C:17]([O:21]CC3C=CC=CC=3)[CH:16]=2)[CH2:11][CH2:10]1, predict the reaction product. The product is: [CH3:1][O:2][C:3]1[CH:8]=[CH:7][CH:6]=[CH:5][C:4]=1[N:9]1[CH2:14][CH2:13][C:12]([CH2:29][NH:30][C:31]([NH:33][C:34]2[C:35]([CH:51]([CH3:53])[CH3:52])=[CH:36][C:37]([NH:43][C:44]([O:46][C:47]([CH3:48])([CH3:50])[CH3:49])=[O:45])=[CH:38][C:39]=2[CH:40]([CH3:42])[CH3:41])=[O:32])([C:15]2[CH:20]=[CH:19][CH:18]=[C:17]([OH:21])[CH:16]=2)[CH2:11][CH2:10]1. (2) Given the reactants I[C:2]1[CH:7]=[CH:6][C:5]([OH:8])=[CH:4][CH:3]=1.B1(B2OC(C)(C)C(C)(C)O2)OC(C)(C)C(C)(C)O1.C([O-])(=O)C.[K+].Br[C:33]1[NH:34][C:35]2[CH:36]=[CH:37][CH:38]=[C:39]3[C:45](=[O:46])[NH:44][CH2:43][CH2:42][C:41]=1[C:40]=23.C(=O)([O-])[O-].[Na+].[Na+], predict the reaction product. The product is: [OH:8][C:5]1[CH:6]=[CH:7][C:2]([C:33]2[NH:34][C:35]3[CH:36]=[CH:37][CH:38]=[C:39]4[C:45](=[O:46])[NH:44][CH2:43][CH2:42][C:41]=2[C:40]=34)=[CH:3][CH:4]=1. (3) The product is: [CH3:21][C:18]1([C:10]2[N:9]([C:6]3[CH:7]=[CH:8][C:3]([OH:2])=[CH:4][CH:5]=3)[C:13]3[CH:14]=[CH:15][CH:16]=[CH:17][C:12]=3[N:11]=2)[CH2:20][CH2:19]1. Given the reactants C[O:2][C:3]1[CH:8]=[CH:7][C:6]([N:9]2[C:13]3[CH:14]=[CH:15][CH:16]=[CH:17][C:12]=3[N:11]=[C:10]2[C:18]2([CH3:21])[CH2:20][CH2:19]2)=[CH:5][CH:4]=1.B(Br)(Br)Br, predict the reaction product. (4) The product is: [O:1]=[C:2]([N:16]1[CH2:21][CH2:20][N:19]2[C:22]([C:25]([F:28])([F:27])[F:26])=[N:23][N:24]=[C:18]2[CH2:17]1)/[CH:3]=[C:4](\[NH2:33])/[CH2:5][C:6]1[CH:11]=[C:10]([F:12])[C:9]([F:13])=[CH:8][C:7]=1[F:14]. Given the reactants [O:1]=[C:2]([N:16]1[CH2:21][CH2:20][N:19]2[C:22]([C:25]([F:28])([F:27])[F:26])=[N:23][N:24]=[C:18]2[CH2:17]1)[CH2:3][C:4](=O)[CH2:5][C:6]1[CH:11]=[C:10]([F:12])[C:9]([F:13])=[CH:8][C:7]=1[F:14].C([O-])(=O)C.[NH4+:33].[OH-].[NH4+], predict the reaction product.